This data is from Experimentally validated miRNA-target interactions with 360,000+ pairs, plus equal number of negative samples. The task is: Binary Classification. Given a miRNA mature sequence and a target amino acid sequence, predict their likelihood of interaction. (1) The protein sequence of the target gene is MRSEGAAPGPAAPLCGALSLLLGALLGKVIEGHGVTDNIQRFSSLPPYLPVSYHILRAETSFFLKEANQDLLRNSSLQARVESFFTYKTRQPPVLNASYGPFSVEKVVPLDLMLTSNFLGPTNKFSFDWKLKAHILRDKVYLSRPKVQVLFHIMGRDWDDHGAGEKLPCLRVFAFRETREVRGSCRLKGDLGLCVAELELLSSWFSAPTVGAGRKKSMDQPEGTPVELYYTVHPGNERGDCAGGDFRKGNAIRPGKDGLEETTSHLQRIGTVGLYRAQDSAQLSELRLDGNVVIWLPSRP.... The miRNA is mmu-miR-466b-3p with sequence AUACAUACACGCACACAUAAGA. Result: 0 (no interaction). (2) The miRNA is rno-miR-485-5p with sequence AGAGGCUGGCCGUGAUGAAUUC. The protein sequence of the target gene is MARRQDEARAGVPLRVEGPPDKEVHLILYHWTHSFSSQKVRLVIAEKALKCEEHDVSLPLSEHNEPWFMRLNSAGEVPVLVHGENIICEATQIIDYLEQTFLDERTPRLMPDEGSMYYPRVQHYRELLDSLPMDAYTHGCILHPELTVDSMIPAYATTRIRSQIGNTESELKKLAEENPDLQEAYIAKQKRLKSKLLDHDNVKYLKKILDELEKVLDQVETELQRRNEETPEEGNQPWLCGESFTLADVSLAVTLHRLKFLGFARRNWGHGKRPNLETYYERVLKRKTFNKVLGHVNNIL.... Result: 0 (no interaction). (3) The miRNA is hsa-miR-3691-5p with sequence AGUGGAUGAUGGAGACUCGGUAC. The protein sequence of the target gene is MEKPRGVRCTNGFSERELPRPGASPPAEKSRPPEAKGAQPADAWKAGRHRSEEENQVNLPKLAAAYSSILLSLGEDPQRQGLLKTPWRAATAMQYFTKGYQETISDVLNDAIFDEDHDEMVIVKDIDMFSMCEHHLVPFVGRVHIGYLPNKQVLGLSKLARIVEIYSRRLQVQERLTKQIAVAITEALQPAGVGVVIEATHMCMVMRGVQKMNSKTVTSTMLGVFREDPKTREEFLTLIRS. Result: 0 (no interaction). (4) The miRNA is hsa-miR-150-5p with sequence UCUCCCAACCCUUGUACCAGUG. The protein sequence of the target gene is MAKPAATAAAASEELSQVPDEELLRWSKEELARRLRRAEGEKVGLMLEHGGLMRDVNRRLQQHLLEIRGLKDVNQRLQDDNQELRELCCFLDDDRQKGRKLAREWQRFGRHAAGAVWHEVARSQQKLRELEARQEALLRENLELKELVLLLDEERAALAATGAASGGGGGGGGAGSRSSIDSQASLSGPLSGGAPGAGARDVGDGSSTSSAGSGGSPDHHHHVPPPLLPPGPHKAPDGKAGATRRSLDDLSAPPHHRSIPNGLHDPSSTYIRQLESKVRLLEGDKLLAQQAGSGEFRTLR.... Result: 0 (no interaction). (5) The miRNA is hsa-miR-4779 with sequence UAGGAGGGAAUAGUAAAAGCAG. The protein sequence of the target gene is MWSAQLLSQLLPLWPLLLLSVLPPAQGSSHRSPPAPARPPCVRGGPSAPRHVCVWERAPPPSRSPRVPRSRRQVVPGTAPPATPSGFEEGPPSSQYPWAIVWGPTVSREDGGDPNSVNPGFLPLDYGFAAPHGLATPHPNSDSMRDDGDGLILGETPATLRPFLFGGRGEGVDPQLYVTITISIIIVLVATGIIFKFCWDRSQKRRRPSGQQGALRQEESQQPLTDLSPAGVTVLGAFGDSPTPTPDHEEPRGGPRPGMPQPKGAPAFQLNRIPLVNL. Result: 0 (no interaction). (6) The miRNA is hsa-miR-212-3p with sequence UAACAGUCUCCAGUCACGGCC. The protein sequence of the target gene is MEQLLGIKLGCLFALLALTLGCGLTPICFKWFQIDAARGHHRLVLRLLGCISAGVFLGAGFMHMTAEALEEIESQIQKFMVQNRSASERNSSGDADSAHMEYPYGELIISLGFFFVFFLESLALQCCPGAAGGSTVQDEEWGGAHIFELHSHGHLPSPSKGPLRALVLLLSLSFHSVFEGLAVGLQPTVAATVQLCLAVLAHKGLVVFGVGMRLVHLGTSSRWAVFSILLLALMSPLGLAVGLAVTGGDSEGGRGLAQAVLEGVAAGTFLYVTFLEILPRELASPEAPLAKWSCVAAGFA.... Result: 0 (no interaction). (7) The miRNA is mmu-miR-149-5p with sequence UCUGGCUCCGUGUCUUCACUCCC. The protein sequence of the target gene is MPKNSKVTQREHSNEHVTESVADLLALEEPVDYKQSVLNVAGETGGKQKVAEEELDTEDRPAWNSKLQYILAQIGFSVGLGNIWRFPYLCQKNGGGAYLVPYLVLLIIIGIPLFFLELAVGQRIRRGSIGVWHYVCPRLGGIGFSSCIVCLFVGLYYNVIIGWSVFYFFKSFQYPLPWSECPVIRNGTVAVVEPECEKSSATTYFWYREALDISNSISESGGLNWKMTLCLLVAWSIVGMAVVKGIQSSGKVMYFSSLFPYVVLACFLVRGLLLRGAVDGILHMFTPKLDKMLDPQVWRE.... Result: 1 (interaction). (8) The miRNA is hsa-miR-3689e with sequence UGUGAUAUCAUGGUUCCUGGGA. The protein sequence of the target gene is MSKGPAVGIDLGTTYSCVGVFQHGKVEIIANDQGNRTTPSYVAFTDTERLIGDAAKNQVAMNPTNTVFDAKRLIGRRFDDAVVQSDMKHWPFMVVNDAGRPKVQVEYKGETKSFYPEEVSSMVLTKMKEIAEAYLGKTVTNAVVTVPAYFNDSQRQATKDAGTIAGLNVLRIINEPTAAAIAYGLDKKVGAERNVLIFDLGGGTFDVSILTIEDGIFEVKSTAGDTHLGGEDFDNRMVNHFIAEFKRKHKKDISENKRAVRRLRTACERAKRTLSSSTQASIEIDSLYEGIDFYTSITRA.... Result: 0 (no interaction).